Dataset: Forward reaction prediction with 1.9M reactions from USPTO patents (1976-2016). Task: Predict the product of the given reaction. (1) The product is: [N:1]1([C@H:7]2[CH2:8][C@H:9]([O:11][C:12]3[CH:13]=[CH:14][C:15]([C:18]4[S:19][C:20]5[CH2:21][N:22]([C:32]([NH2:31])=[O:33])[CH2:23][CH2:24][C:25]=5[N:26]=4)=[CH:16][CH:17]=3)[CH2:10]2)[CH2:6][CH2:5][CH2:4][CH2:3][CH2:2]1. Given the reactants [N:1]1([C@H:7]2[CH2:10][C@H:9]([O:11][C:12]3[CH:17]=[CH:16][C:15]([C:18]4[S:19][C:20]5[CH2:21][NH:22][CH2:23][CH2:24][C:25]=5[N:26]=4)=[CH:14][CH:13]=3)[CH2:8]2)[CH2:6][CH2:5][CH2:4][CH2:3][CH2:2]1.C[Si]([N:31]=[C:32]=[O:33])(C)C, predict the reaction product. (2) The product is: [OH:1][CH:2]([CH:6]1[S:11][CH2:10][CH2:9][N:8]([C:12]2[CH:17]=[CH:16][C:15]([CH3:18])=[CH:14][CH:13]=2)[C:7]1=[O:19])[C:3]([NH:20][C:21]1[CH:22]=[CH:23][C:24]([C:27]2[NH:31][C:30](=[O:32])[O:29][N:28]=2)=[CH:25][CH:26]=1)=[O:5]. Given the reactants [OH:1][CH:2]([CH:6]1[S:11][CH2:10][CH2:9][N:8]([C:12]2[CH:17]=[CH:16][C:15]([CH3:18])=[CH:14][CH:13]=2)[C:7]1=[O:19])[C:3]([OH:5])=O.[NH2:20][C:21]1[CH:26]=[CH:25][C:24]([C:27]2[NH:28][O:29][C:30](=[O:32])[N:31]=2)=[CH:23][CH:22]=1.IC1C=C(C=CC=1)C(O)=O.FC1(F)CCNCC1, predict the reaction product. (3) Given the reactants [OH:1][CH2:2][C:3]1([CH2:15][OH:16])[CH2:9][CH2:8][O:7][C:6]2[CH:10]=[CH:11][CH:12]=[CH:13][C:5]=2[C:4]1=[O:14].C(N(CC)CC)C.[F:24][C:25]1[CH:30]=[C:29]([F:31])[CH:28]=[CH:27][C:26]=1[N:32]=[C:33]=[S:34], predict the reaction product. The product is: [OH:16][CH2:15][C:3]1([CH2:2][O:1][C:33](=[S:34])[NH:32][C:26]2[CH:27]=[CH:28][C:29]([F:31])=[CH:30][C:25]=2[F:24])[CH2:9][CH2:8][O:7][C:6]2[CH:10]=[CH:11][CH:12]=[CH:13][C:5]=2[C:4]1=[O:14]. (4) Given the reactants C([O:5][C:6](=[O:37])[C@H:7]([CH2:29][C:30]1[CH:35]=[CH:34][C:33]([OH:36])=[CH:32][CH:31]=1)[NH:8][C:9]1[C:13]([N:14]([CH2:21][CH2:22][CH2:23][CH2:24][CH2:25][CH3:26])[CH2:15][CH2:16][CH2:17][CH2:18][CH2:19][CH3:20])=[N:12][S:11](=[O:28])(=[O:27])[N:10]=1)(C)(C)C, predict the reaction product. The product is: [CH2:15]([N:14]([C:13]1[C:9]([NH:8][C@H:7]([C:6]([OH:37])=[O:5])[CH2:29][C:30]2[CH:35]=[CH:34][C:33]([OH:36])=[CH:32][CH:31]=2)=[N:10][S:11](=[O:27])(=[O:28])[N:12]=1)[CH2:21][CH2:22][CH2:23][CH2:24][CH2:25][CH3:26])[CH2:16][CH2:17][CH2:18][CH2:19][CH3:20]. (5) Given the reactants [NH:1]1[C:5]([C:6]2[O:10][N:9]=[C:8]([C:11]3[N:12]=[N:13][N:14]([CH2:16][C:17]4[CH:22]=[C:21]([Cl:23])[C:20]([Cl:24])=[C:19]([Cl:25])[CH:18]=4)[CH:15]=3)[N:7]=2)=[CH:4][CH:3]=[N:2]1.Br[CH2:27][C:28]([O:30][CH2:31][CH3:32])=[O:29].C(=O)([O-])[O-].[K+].[K+].CCOCC, predict the reaction product. The product is: [Cl:23][C:21]1[CH:22]=[C:17]([CH:18]=[C:19]([Cl:25])[C:20]=1[Cl:24])[CH2:16][N:14]1[CH:15]=[C:11]([C:8]2[N:7]=[C:6]([C:5]3[CH:4]=[CH:3][N:2]([CH2:27][C:28]([O:30][CH2:31][CH3:32])=[O:29])[N:1]=3)[O:10][N:9]=2)[N:12]=[N:13]1. (6) Given the reactants C(=O)([O-])O.[Na+].[Cl:6][C:7]1[CH:8]=[C:9]([NH:14][C:15]([N:17]2[CH2:22][CH2:21][N:20]([CH2:23][CH2:24][CH2:25]O)[C:19](=[O:27])[C@@H:18]2[CH3:28])=[O:16])[CH:10]=[CH:11][C:12]=1[Cl:13].[Br-].[K+].Cl[O-].[Na+].Cl.[CH2:35]1[C:37]2([CH2:42][CH2:41][NH:40][CH2:39][C@H:38]2[OH:43])[CH2:36]1.C(N(CC)CC)C.C(O)(=O)C.C(O[BH-](OC(=O)C)OC(=O)C)(=O)C.[Na+].N, predict the reaction product. The product is: [Cl:6][C:7]1[CH:8]=[C:9]([NH:14][C:15]([N:17]2[CH2:22][CH2:21][N:20]([CH2:23][CH2:24][CH2:25][N:40]3[CH2:41][CH2:42][C:37]4([CH2:35][CH2:36]4)[C@H:38]([OH:43])[CH2:39]3)[C:19](=[O:27])[C@@H:18]2[CH3:28])=[O:16])[CH:10]=[CH:11][C:12]=1[Cl:13]. (7) Given the reactants [C:1]([C:4]1[N:9]=[C:8]([C:10]([OH:12])=[O:11])[CH:7]=[CH:6][CH:5]=1)(=O)[NH2:2], predict the reaction product. The product is: [C:1]([C:4]1[N:9]=[C:8]([C:10]([OH:12])=[O:11])[CH:7]=[CH:6][CH:5]=1)#[N:2]. (8) The product is: [O:78]=[S:73]1(=[O:79])[CH2:77][CH2:76][CH2:75][N:74]1[C:2]1[N:3]=[C:4]([C:20]2[C:25]([CH3:26])=[CH:24][N:23]=[C:22]([NH:27][C:28](=[O:30])[CH3:29])[CH:21]=2)[O:5][C:6]=1[C:7]1[N:11]=[CH:10][N:9]([CH2:12][O:13][CH2:14][CH2:15][Si:16]([CH3:17])([CH3:19])[CH3:18])[N:8]=1. Given the reactants I[C:2]1[N:3]=[C:4]([C:20]2[C:25]([CH3:26])=[CH:24][N:23]=[C:22]([NH:27][C:28](=[O:30])[CH3:29])[CH:21]=2)[O:5][C:6]=1[C:7]1[N:11]=[CH:10][N:9]([CH2:12][O:13][CH2:14][CH2:15][Si:16]([CH3:19])([CH3:18])[CH3:17])[N:8]=1.CC1(C)C2C(=C(P(C3C=CC=CC=3)C3C=CC=CC=3)C=CC=2)OC2C(P(C3C=CC=CC=3)C3C=CC=CC=3)=CC=CC1=2.[S:73]1(=[O:79])(=[O:78])[CH2:77][CH2:76][CH2:75][NH:74]1.C(=O)([O-])[O-].[Cs+].[Cs+], predict the reaction product. (9) Given the reactants [CH3:1][N:2]1[C:6]2=[N:7][CH:8]=[C:9]([N+:15]([O-:17])=[O:16])[C:10]([C:11]([F:14])([F:13])[F:12])=[C:5]2[C:4](B2OC(C)(C)C(C)(C)O2)=[CH:3]1.[CH3:27][C:28]1([CH3:49])[N:33]([C:34]([O:36][C:37]([CH3:40])([CH3:39])[CH3:38])=[O:35])[CH2:32][CH:31]=[C:30](OS(C(F)(F)F)(=O)=O)[CH2:29]1.C([O-])([O-])=O.[K+].[K+], predict the reaction product. The product is: [CH3:27][C:28]1([CH3:49])[N:33]([C:34]([O:36][C:37]([CH3:40])([CH3:39])[CH3:38])=[O:35])[CH2:32][CH:31]=[C:30]([C:4]2[C:5]3[C:6](=[N:7][CH:8]=[C:9]([N+:15]([O-:17])=[O:16])[C:10]=3[C:11]([F:13])([F:12])[F:14])[N:2]([CH3:1])[CH:3]=2)[CH2:29]1. (10) Given the reactants [CH3:1][N:2]1[N:6]=[N:5][C:4]([C:7]2[CH:12]=[CH:11][C:10]([CH3:13])=[CH:9][CH:8]=2)=[N:3]1.[Br:14]N1C(=O)CCC1=O.C(OOC(=O)C1C=CC=CC=1)(=O)C1C=CC=CC=1, predict the reaction product. The product is: [Br:14][CH2:13][C:10]1[CH:11]=[CH:12][C:7]([C:4]2[N:5]=[N:6][N:2]([CH3:1])[N:3]=2)=[CH:8][CH:9]=1.